Dataset: Full USPTO retrosynthesis dataset with 1.9M reactions from patents (1976-2016). Task: Predict the reactants needed to synthesize the given product. (1) The reactants are: [N:1]([C@@H:4]1[C:14]2[C:9](=[N:10][CH:11]=[CH:12][CH:13]=2)[C@H:8]([OH:15])[CH2:7][CH2:6][C@H:5]1[C:16]1[CH:21]=[C:20]([F:22])[CH:19]=[C:18]([F:23])[CH:17]=1)=[N+]=[N-].[O:24]=[C:25]1[NH:33][C:28]2=[N:29][CH:30]=[CH:31][CH:32]=[C:27]2[N:26]1[CH:34]1[CH2:39][CH2:38][N:37]([C:40](OC2C=CC([N+]([O-])=O)=CC=2)=[O:41])[CH2:36][CH2:35]1.C[Si]([N-][Si](C)(C)C)(C)C.[Na+]. Given the product [O:24]=[C:25]1[NH:33][C:28]2=[N:29][CH:30]=[CH:31][CH:32]=[C:27]2[N:26]1[CH:34]1[CH2:35][CH2:36][N:37]([C:40]([O:15][C@H:8]2[C:9]3=[N:10][CH:11]=[CH:12][CH:13]=[C:14]3[C@@H:4]([NH2:1])[C@H:5]([C:16]3[CH:21]=[C:20]([F:22])[CH:19]=[C:18]([F:23])[CH:17]=3)[CH2:6][CH2:7]2)=[O:41])[CH2:38][CH2:39]1, predict the reactants needed to synthesize it. (2) Given the product [CH3:23][N:18]([C:14]1[CH:15]=[CH:16][CH:17]=[C:12]([CH2:11][NH:10][C:6]2[C:5]3[N:4]([N:3]=[C:2]([NH:38][C:35]4[CH:34]=[CH:33][C:32]([N:29]5[CH2:28][CH2:27][N:26]([CH3:25])[CH2:31][CH2:30]5)=[CH:37][CH:36]=4)[N:24]=3)[CH:9]=[CH:8][CH:7]=2)[CH:13]=1)[S:19]([CH3:22])(=[O:21])=[O:20], predict the reactants needed to synthesize it. The reactants are: Cl[C:2]1[N:24]=[C:5]2[C:6]([NH:10][CH2:11][C:12]3[CH:13]=[C:14]([N:18]([CH3:23])[S:19]([CH3:22])(=[O:21])=[O:20])[CH:15]=[CH:16][CH:17]=3)=[CH:7][CH:8]=[CH:9][N:4]2[N:3]=1.[CH3:25][N:26]1[CH2:31][CH2:30][N:29]([C:32]2[CH:37]=[CH:36][C:35]([NH2:38])=[CH:34][CH:33]=2)[CH2:28][CH2:27]1.C1(P(C2CCCCC2)C2C=CC=CC=2C2C=CC=CC=2P(C2CCCCC2)C2CCCCC2)CCCCC1. (3) Given the product [C:1]([O:9][C:10]1[C:15]([C:16]([O:18][CH3:19])=[O:17])=[N:14][C:13]([C:20]2([CH3:43])[CH2:25][N:24]([C:26]([O:28][C:29]([CH3:30])([CH3:31])[CH3:32])=[O:27])[CH2:23][CH2:22][NH:21]2)=[N:12][C:11]=1[OH:44])(=[O:8])[C:2]1[CH:7]=[CH:6][CH:5]=[CH:4][CH:3]=1, predict the reactants needed to synthesize it. The reactants are: [C:1]([O:9][C:10]1[C:11]([OH:44])=[N:12][C:13]([C:20]2([CH3:43])[CH2:25][N:24]([C:26]([O:28][C:29]([CH3:32])([CH3:31])[CH3:30])=[O:27])[CH2:23][CH2:22][N:21]2C(OCC2C=CC=CC=2)=O)=[N:14][C:15]=1[C:16]([O:18][CH3:19])=[O:17])(=[O:8])[C:2]1[CH:7]=[CH:6][CH:5]=[CH:4][CH:3]=1. (4) Given the product [CH2:1]([C:5]1[CH:6]=[CH:7][C:8]([C:11]#[C:12][C:13]2[CH:33]=[CH:32][C:16]([CH2:17][N:18]([CH2:37][CH2:38][CH2:39][CH2:40][CH2:41][CH3:42])[C:19]3[CH:31]=[CH:30][C:22]4[C:23](=[O:29])[O:24][C:25]([CH3:27])([CH3:28])[O:26][C:21]=4[CH:20]=3)=[CH:15][CH:14]=2)=[CH:9][CH:10]=1)[CH2:2][CH2:3][CH3:4], predict the reactants needed to synthesize it. The reactants are: [CH2:1]([C:5]1[CH:10]=[CH:9][C:8]([C:11]#[C:12][C:13]2[CH:33]=[CH:32][C:16]([CH2:17][NH:18][C:19]3[CH:31]=[CH:30][C:22]4[C:23](=[O:29])[O:24][C:25]([CH3:28])([CH3:27])[O:26][C:21]=4[CH:20]=3)=[CH:15][CH:14]=2)=[CH:7][CH:6]=1)[CH2:2][CH2:3][CH3:4].[H-].[Na+].Br[CH2:37][CH2:38][CH2:39][CH2:40][CH2:41][CH3:42].